This data is from Forward reaction prediction with 1.9M reactions from USPTO patents (1976-2016). The task is: Predict the product of the given reaction. Given the reactants [CH3:1][N:2](C)[C:3]1[CH:8]=[CH:7][CH:6]=[CH:5][CH:4]=1.FC(F)(F)S(O[C:16]1[C:21]([CH3:22])=[CH:20][CH:19]=[C:18]([CH3:23])[C:17]=1[Si](C)(C)C)(=O)=O.[F-].[K+].C1OCCOCCOCCOCCOCCOC1, predict the reaction product. The product is: [CH3:1][N:2]([C:3]1[CH:8]=[CH:7][CH:6]=[CH:5][CH:4]=1)[C:17]1[CH:16]=[C:21]([CH3:22])[CH:20]=[CH:19][C:18]=1[CH3:23].